The task is: Regression. Given a peptide amino acid sequence and an MHC pseudo amino acid sequence, predict their binding affinity value. This is MHC class II binding data.. This data is from Peptide-MHC class II binding affinity with 134,281 pairs from IEDB. (1) The peptide sequence is NRQLYPEWTEAQRLD. The MHC is DRB1_1302 with pseudo-sequence DRB1_1302. The binding affinity (normalized) is 0. (2) The peptide sequence is EEDIEIIPIQEKEY. The MHC is HLA-DQA10101-DQB10501 with pseudo-sequence HLA-DQA10101-DQB10501. The binding affinity (normalized) is 0.281.